Predict which catalyst facilitates the given reaction. From a dataset of Catalyst prediction with 721,799 reactions and 888 catalyst types from USPTO. (1) Reactant: [F:1][C:2]1[CH:7]=[C:6]([I:8])[CH:5]=[CH:4][C:3]=1[NH:9][C:10]1[N:15]([CH3:16])[C:14](=[O:17])[C:13]2[CH:18]=[CH:19][O:20][C:12]=2[C:11]=1[C:21](O)=[O:22].[NH2:24][CH2:25][CH2:26][CH2:27][OH:28].C(Cl)CCl.C1C=CC2N(O)N=NC=2C=1. Product: [F:1][C:2]1[CH:7]=[C:6]([I:8])[CH:5]=[CH:4][C:3]=1[NH:9][C:10]1[N:15]([CH3:16])[C:14](=[O:17])[C:13]2[CH:18]=[CH:19][O:20][C:12]=2[C:11]=1[C:21]([NH:24][CH2:25][CH2:26][CH2:27][OH:28])=[O:22]. The catalyst class is: 3. (2) Reactant: [NH2:1][C:2]1[N:23]=[CH:22][CH:21]=[CH:20][C:3]=1[C:4]([NH:6][C:7]1[CH:12]=[CH:11][C:10]([C:13]([F:19])([F:18])[C:14]([F:17])([F:16])[F:15])=[CH:9][CH:8]=1)=[O:5].[N:24]1[CH:29]=[CH:28][C:27]([CH:30]=O)=[N:26][CH:25]=1.[BH4-].[Na+]. Product: [F:19][C:13]([F:18])([C:10]1[CH:11]=[CH:12][C:7]([NH:6][C:4](=[O:5])[C:3]2[CH:20]=[CH:21][CH:22]=[N:23][C:2]=2[NH:1][CH2:30][C:27]2[CH:28]=[CH:29][N:24]=[CH:25][N:26]=2)=[CH:8][CH:9]=1)[C:14]([F:15])([F:16])[F:17]. The catalyst class is: 16. (3) Reactant: C[Si]([C:5]#[N:6])(C)C.[F:7][C:8]1[CH:9]=[C:10]([CH:23]=[CH:24][CH:25]=1)[CH2:11][NH:12][C:13]([NH:15][C:16]1[S:17][CH:18]=[C:19]([CH:21]=O)[N:20]=1)=[O:14].[CH3:26][NH2:27]. Product: [C:26]([CH:21]([NH:6][CH3:5])[C:19]1[N:20]=[C:16]([NH:15][C:13]([NH:12][CH2:11][C:10]2[CH:23]=[CH:24][CH:25]=[C:8]([F:7])[CH:9]=2)=[O:14])[S:17][CH:18]=1)#[N:27]. The catalyst class is: 14. (4) Reactant: [CH3:1][S:2][C:3]1[CH:4]=[CH:5][C:6]([N+:17]([O-:19])=O)=[C:7]([CH:16]=1)[NH:8][CH2:9][C:10]1[CH:11]=[N:12][CH:13]=[CH:14][CH:15]=1.[H-].[Na+]. Product: [CH3:1][S:2][C:3]1[CH:4]=[CH:5][C:6]2[N:17]([OH:19])[C:9]([C:10]3[CH:11]=[N:12][CH:13]=[CH:14][CH:15]=3)=[N:8][C:7]=2[CH:16]=1. The catalyst class is: 1.